Dataset: Peptide-MHC class I binding affinity with 185,985 pairs from IEDB/IMGT. Task: Regression. Given a peptide amino acid sequence and an MHC pseudo amino acid sequence, predict their binding affinity value. This is MHC class I binding data. (1) The peptide sequence is VGNVYVKF. The MHC is Mamu-A07 with pseudo-sequence Mamu-A07. The binding affinity (normalized) is 0. (2) The peptide sequence is TTFITVLTSV. The MHC is HLA-A02:03 with pseudo-sequence HLA-A02:03. The binding affinity (normalized) is 0.743. (3) The MHC is HLA-A03:01 with pseudo-sequence HLA-A03:01. The binding affinity (normalized) is 0. The peptide sequence is YIAVANCVR. (4) The peptide sequence is KKQKFYALF. The MHC is HLA-A24:02 with pseudo-sequence HLA-A24:02. The binding affinity (normalized) is 0.475. (5) The peptide sequence is DHQAAFQYI. The MHC is HLA-B57:01 with pseudo-sequence HLA-B57:01. The binding affinity (normalized) is 0. (6) The peptide sequence is LFLESGAVK. The MHC is HLA-A03:01 with pseudo-sequence HLA-A03:01. The binding affinity (normalized) is 0.